This data is from Reaction yield outcomes from USPTO patents with 853,638 reactions. The task is: Predict the reaction yield, written as a fraction of the theoretical maximum amount of product (1.0 means a 100% yield; for example, 0.34 means a 34% yield). (1) The reactants are [F:1][C:2]1[CH:3]=[C:4]([C:41]2[C:42](=[O:55])[N:43]([CH3:54])[C:44]([NH:47][C:48]3[CH:53]=[CH:52][CH:51]=[CH:50][CH:49]=3)=[N:45][CH:46]=2)[CH:5]=[CH:6][C:7]=1[O:8][C:9]1[CH:14]=[CH:13][N:12]=[C:11]2[N:15](CC3C=CC(OC)=CC=3)[N:16]=[C:17]([C:18]3[CH:23]=[CH:22][C:21]([C:24]([N:26]4[CH2:31][CH2:30][O:29][CH2:28][CH2:27]4)=[O:25])=[CH:20][CH:19]=3)[C:10]=12. The catalyst is C(O)(C(F)(F)F)=O. The product is [F:1][C:2]1[CH:3]=[C:4]([C:41]2[C:42](=[O:55])[N:43]([CH3:54])[C:44]([NH:47][C:48]3[CH:49]=[CH:50][CH:51]=[CH:52][CH:53]=3)=[N:45][CH:46]=2)[CH:5]=[CH:6][C:7]=1[O:8][C:9]1[CH:14]=[CH:13][N:12]=[C:11]2[NH:15][N:16]=[C:17]([C:18]3[CH:19]=[CH:20][C:21]([C:24]([N:26]4[CH2:27][CH2:28][O:29][CH2:30][CH2:31]4)=[O:25])=[CH:22][CH:23]=3)[C:10]=12. The yield is 0.590. (2) The reactants are [Cl:1][C:2]1[CH:18]=[CH:17][C:5]2[CH2:6][CH2:7][N:8]([C:11](=[O:16])[C:12]([F:15])([F:14])[F:13])[CH2:9][CH2:10][C:4]=2[C:3]=1OS(C(F)(F)F)(=O)=O.C1C=CC(P(C2C(C3C(P(C4C=CC=CC=4)C4C=CC=CC=4)=CC=C4C=3C=CC=C4)=C3C(C=CC=C3)=CC=2)C2C=CC=CC=2)=CC=1.[F:73][C:74]([F:83])([C:77]1[CH:82]=[CH:81][CH:80]=[CH:79][CH:78]=1)[CH2:75][NH2:76].C(=O)([O-])[O-].[Cs+].[Cs+]. The catalyst is C1(C)C=CC=CC=1.C([O-])(=O)C.[Pd+2].C([O-])(=O)C.C1C=CC(/C=C/C(/C=C/C2C=CC=CC=2)=O)=CC=1.C1C=CC(/C=C/C(/C=C/C2C=CC=CC=2)=O)=CC=1.C1C=CC(/C=C/C(/C=C/C2C=CC=CC=2)=O)=CC=1.[Pd].[Pd]. The product is [Cl:1][C:2]1[CH:18]=[CH:17][C:5]2[CH2:6][CH2:7][N:8]([C:11](=[O:16])[C:12]([F:15])([F:14])[F:13])[CH2:9][CH2:10][C:4]=2[C:3]=1[NH:76][CH2:75][C:74]([F:73])([F:83])[C:77]1[CH:82]=[CH:81][CH:80]=[CH:79][CH:78]=1. The yield is 0.610. (3) The reactants are C(Cl)(=O)C(Cl)=O.[CH2:7]([O:9][C:10]1[N:15]=[C:14]([CH2:16][OH:17])[CH:13]=[CH:12][CH:11]=1)[CH3:8].CCN(CC)CC.O. The catalyst is C(Cl)Cl.CS(C)=O. The product is [CH2:7]([O:9][C:10]1[N:15]=[C:14]([CH:16]=[O:17])[CH:13]=[CH:12][CH:11]=1)[CH3:8]. The yield is 0.700.